The task is: Predict the reaction yield, written as a fraction of the theoretical maximum amount of product (1.0 means a 100% yield; for example, 0.34 means a 34% yield).. This data is from Reaction yield outcomes from USPTO patents with 853,638 reactions. (1) The reactants are [CH3:1][C:2]1[NH:3][C:4](=[O:26])[C:5]([CH2:11][C:12]2[CH:17]=[CH:16][C:15]([C:18]3[C:19]([C:24]#[N:25])=[CH:20][CH:21]=[CH:22][CH:23]=3)=[CH:14][CH:13]=2)=[C:6]([CH2:8][CH2:9][CH3:10])[N:7]=1.[CH3:27][C:28]1([CH3:42])[CH2:37][C:36](=[O:38])[C:35]2[C:30](=[CH:31][CH:32]=[C:33](B(O)O)[CH:34]=2)[O:29]1.N1C=CC=CC=1.C(N(CC)CC)C. The catalyst is C(OCC)(=O)C.C([O-])(=O)C.[Cu+2].C([O-])(=O)C.ClCCl. The product is [CH3:27][C:28]1([CH3:42])[CH2:37][C:36](=[O:38])[C:35]2[C:30](=[CH:31][CH:32]=[C:33]([N:3]3[C:4](=[O:26])[C:5]([CH2:11][C:12]4[CH:17]=[CH:16][C:15]([C:18]5[C:19]([C:24]#[N:25])=[CH:20][CH:21]=[CH:22][CH:23]=5)=[CH:14][CH:13]=4)=[C:6]([CH2:8][CH2:9][CH3:10])[N:7]=[C:2]3[CH3:1])[CH:34]=2)[O:29]1. The yield is 0.450. (2) The reactants are [NH2:1][C:2]1[N:3]([CH3:26])[C:4](=[O:25])[C@:5]([C:18]2[CH:23]=[CH:22][CH:21]=[C:20](Br)[CH:19]=2)([C:7]2[CH:12]=[CH:11][C:10]([O:13][CH:14]([F:16])[F:15])=[C:9]([CH3:17])[CH:8]=2)[N:6]=1.N1CCCC1.[CH:32]#[C:33][CH2:34][CH2:35][CH3:36]. The catalyst is [Cu]I.C(#N)C. The product is [NH2:1][C:2]1[N:3]([CH3:26])[C:4](=[O:25])[C@@:5]([C:7]2[CH:12]=[CH:11][C:10]([O:13][CH:14]([F:16])[F:15])=[C:9]([CH3:17])[CH:8]=2)([C:18]2[CH:23]=[CH:22][CH:21]=[C:20]([C:32]#[C:33][CH2:34][CH2:35][CH3:36])[CH:19]=2)[N:6]=1. The yield is 0.593. (3) The reactants are [C:1]1([NH:7][C:8]2[CH:13]=[CH:12][CH:11]=[CH:10][CH:9]=2)[CH:6]=[CH:5][CH:4]=[CH:3][CH:2]=1.[CH2:14]([O:21][C:22]1[C:23]([CH3:31])=[N:24][C:25](Br)=[C:26]([CH3:29])[C:27]=1[CH3:28])[C:15]1[CH:20]=[CH:19][CH:18]=[CH:17][CH:16]=1.CC([O-])(C)C.[Na+].C1C=CC(P(C2C(C3C(P(C4C=CC=CC=4)C4C=CC=CC=4)=CC=C4C=3C=CC=C4)=C3C(C=CC=C3)=CC=2)C2C=CC=CC=2)=CC=1. The catalyst is CCOC(C)=O.O.C1C=CC(/C=C/C(/C=C/C2C=CC=CC=2)=O)=CC=1.C1C=CC(/C=C/C(/C=C/C2C=CC=CC=2)=O)=CC=1.C1C=CC(/C=C/C(/C=C/C2C=CC=CC=2)=O)=CC=1.[Pd].[Pd].C1(C)C=CC=CC=1. The product is [CH2:14]([O:21][C:22]1[C:27]([CH3:28])=[C:26]([CH3:29])[C:25]([N:7]([C:1]2[CH:2]=[CH:3][CH:4]=[CH:5][CH:6]=2)[C:8]2[CH:9]=[CH:10][CH:11]=[CH:12][CH:13]=2)=[N:24][C:23]=1[CH3:31])[C:15]1[CH:20]=[CH:19][CH:18]=[CH:17][CH:16]=1. The yield is 0.360. (4) The catalyst is N1C=CC=CC=1. The reactants are [N+:1]([C:4]1[C:13]2[C:12](=[O:14])O[C:10]([CH3:15])=[N:9][C:8]=2[CH:7]=[CH:6][CH:5]=1)([O-:3])=[O:2].Cl.[NH2:17][CH:18]1[CH2:23][CH2:22][C:21](=[O:24])[NH:20][C:19]1=[O:25].CO. The yield is 0.270. The product is [CH3:15][C:10]1[N:17]([CH:18]2[CH2:23][CH2:22][C:21](=[O:24])[NH:20][C:19]2=[O:25])[C:12](=[O:14])[C:13]2[C:8](=[CH:7][CH:6]=[CH:5][C:4]=2[N+:1]([O-:3])=[O:2])[N:9]=1. (5) The reactants are [Cl-].[CH3:2][O:3][CH2:4][P+](C1C=CC=CC=1)(C1C=CC=CC=1)C1C=CC=CC=1.C1([Li])C=CC=CC=1.[CH3:31][C:32]1([CH3:41])[O:36][C@H:35]([CH2:37][CH:38]=O)[C:34](=[O:40])[O:33]1. The catalyst is CCOCC.CCOCC.C1COCC1. The product is [CH3:2][O:3][CH:4]=[CH:38][CH2:37][C@H:35]1[O:36][C:32]([CH3:41])([CH3:31])[O:33][C:34]1=[O:40]. The yield is 0.600. (6) The reactants are [Si:1]([O:8][CH2:9][C@H:10]([CH2:26][CH2:27][CH2:28][OH:29])[CH2:11][C@H:12]1[CH2:16][O:15][C:14]([CH3:18])([CH3:17])[N:13]1[C:19]([O:21][C:22]([CH3:25])([CH3:24])[CH3:23])=[O:20])([C:4]([CH3:7])([CH3:6])[CH3:5])([CH3:3])[CH3:2].CCN(CC)CC.[CH3:37][S:38](Cl)(=[O:40])=[O:39]. The catalyst is C(Cl)Cl. The product is [Si:1]([O:8][CH2:9][C@H:10]([CH2:26][CH2:27][CH2:28][O:29][S:38]([CH3:37])(=[O:40])=[O:39])[CH2:11][C@H:12]1[CH2:16][O:15][C:14]([CH3:18])([CH3:17])[N:13]1[C:19]([O:21][C:22]([CH3:25])([CH3:24])[CH3:23])=[O:20])([C:4]([CH3:7])([CH3:6])[CH3:5])([CH3:3])[CH3:2]. The yield is 1.00. (7) The reactants are [Cl:1][C:2]1[C:3]([C:27]2[C:35]3[C:30](=[CH:31][CH:32]=[CH:33][CH:34]=3)[NH:29][CH:28]=2)=[N:4][C:5]([NH:8][C:9]2[CH:14]=[C:13]([N+:15]([O-])=O)[C:12]([N:18]3[CH2:21][CH:20]([N:22]([CH3:24])[CH3:23])[CH2:19]3)=[CH:11][C:10]=2[O:25][CH3:26])=[N:6][CH:7]=1.[NH4+].[Cl-]. The catalyst is C(O)C.O.[Fe]. The product is [Cl:1][C:2]1[C:3]([C:27]2[C:35]3[C:30](=[CH:31][CH:32]=[CH:33][CH:34]=3)[NH:29][CH:28]=2)=[N:4][C:5]([NH:8][C:9]2[C:10]([O:25][CH3:26])=[CH:11][C:12]([N:18]3[CH2:21][CH:20]([N:22]([CH3:24])[CH3:23])[CH2:19]3)=[C:13]([NH2:15])[CH:14]=2)=[N:6][CH:7]=1. The yield is 0.990. (8) The reactants are [N+:1]([C:4]1[CH:5]=[N:6][N:7]([C:9]([O:11][C:12]([CH3:15])([CH3:14])[CH3:13])=[O:10])[CH:8]=1)([O-])=O.[H][H]. The catalyst is CO.[Pd]. The yield is 0.950. The product is [NH2:1][C:4]1[CH:5]=[N:6][N:7]([C:9]([O:11][C:12]([CH3:15])([CH3:14])[CH3:13])=[O:10])[CH:8]=1. (9) The reactants are [N+:1]([C:4]1[CH:9]=[CH:8][CH:7]=[C:6]([Cl:10])[C:5]=1[C:11]1[CH:16]=[CH:15][CH:14]=[CH:13][CH:12]=1)([O-])=O.P(OCC)(OCC)OCC. No catalyst specified. The product is [Cl:10][C:6]1[C:5]2[C:11]3[C:16](=[CH:15][CH:14]=[CH:13][CH:12]=3)[NH:1][C:4]=2[CH:9]=[CH:8][CH:7]=1. The yield is 0.360. (10) The reactants are [F:1][C:2]1[C:3]([O:10][CH3:11])=[C:4]([CH:6]=[C:7]([CH3:9])[CH:8]=1)N.Cl.[OH2:13].Cl[C:15](Cl)(Cl)[CH:16]=O.S([O-])([O-])(=O)=O.[Mg+2].Cl.[NH2:27][OH:28].C[N:30](C)C=O. The catalyst is O. The product is [F:1][C:2]1[C:3]([O:10][CH3:11])=[C:4]([C:15](=[N:27][OH:28])[C:16]([NH2:30])=[O:13])[CH:6]=[C:7]([CH3:9])[CH:8]=1. The yield is 0.100.